This data is from Catalyst prediction with 721,799 reactions and 888 catalyst types from USPTO. The task is: Predict which catalyst facilitates the given reaction. (1) Reactant: [S:1](=[O:31])(=[O:30])([O:3][CH2:4][C@@H:5]1[C@@H:9]([OH:10])[CH2:8][C@H:7]([N:11]2[C:15]3[N:16]=[CH:17][N:18]=[C:19]([CH2:20][CH2:21][C:22]4[CH:27]=[CH:26][CH:25]=[CH:24][CH:23]=4)[C:14]=3[C:13]([C:28]#[CH:29])=[CH:12]2)[O:6]1)[NH2:2].O. Product: [S:1](=[O:30])(=[O:31])([O:3][CH2:4][C@@H:5]1[C@@H:9]([OH:10])[CH2:8][C@H:7]([N:11]2[C:15]3[N:16]=[CH:17][N:18]=[C:19]([CH2:20][CH2:21][C:22]4[CH:27]=[CH:26][CH:25]=[CH:24][CH:23]=4)[C:14]=3[C:13]([CH2:28][CH3:29])=[CH:12]2)[O:6]1)[NH2:2]. The catalyst class is: 50. (2) Reactant: [NH2:1][C:2]1[CH:11]=[CH:10][CH:9]=[C:8]2[C:3]=1[CH:4]=[CH:5][C:6]([CH3:12])=[N:7]2.[CH3:13][O:14][C:15]1[CH:16]=[C:17]([CH:20]=[CH:21][CH:22]=1)[CH:18]=O.C(O)(=O)C.O. Product: [CH3:13][O:14][C:15]1[CH:16]=[C:17]([CH:18]=[N:1][C:2]2[C:3]3[CH:4]=[CH:5][C:6]([CH3:12])=[N:7][C:8]=3[CH:9]=[CH:10][CH:11]=2)[CH:20]=[CH:21][CH:22]=1. The catalyst class is: 11. (3) Reactant: [CH3:1][C:2]1[CH:7]=[CH:6][C:5]([CH:8]2[CH2:13][CH2:12][CH2:11][CH2:10][C:9]2=[O:14])=[CH:4][C:3]=1[C:15]([F:18])([F:17])[F:16].[Br:19]Br. Product: [Br:19][CH:10]1[C:9](=[O:14])[CH:8]([C:5]2[CH:6]=[CH:7][C:2]([CH3:1])=[C:3]([C:15]([F:16])([F:17])[F:18])[CH:4]=2)[CH2:13][CH2:12][CH2:11]1. The catalyst class is: 22. (4) Reactant: [O:1]1[CH:6]([C:7]([NH:9][C:10]2[CH:31]=[CH:30][C:13]([CH2:14][N:15]3[C:23]4[C:18](=[CH:19][CH:20]=[CH:21][CH:22]=4)[C:17]([CH2:24][C:25]([O:27]CC)=[O:26])=[N:16]3)=[CH:12][CH:11]=2)=[O:8])[CH2:5][O:4][C:3]2[CH:32]=[CH:33][CH:34]=[CH:35][C:2]1=2.O.[OH-].[Li+].O.Cl. Product: [O:1]1[CH:6]([C:7]([NH:9][C:10]2[CH:31]=[CH:30][C:13]([CH2:14][N:15]3[C:23]4[C:18](=[CH:19][CH:20]=[CH:21][CH:22]=4)[C:17]([CH2:24][C:25]([OH:27])=[O:26])=[N:16]3)=[CH:12][CH:11]=2)=[O:8])[CH2:5][O:4][C:3]2[CH:32]=[CH:33][CH:34]=[CH:35][C:2]1=2. The catalyst class is: 7. (5) Reactant: F[C:2]1[CH:3]=[CH:4][C:5]([S:23]([CH3:26])(=[O:25])=[O:24])=[C:6]([NH:8][CH:9]2[C:18]3[C:13](=[C:14]([O:21][CH3:22])[CH:15]=[CH:16][C:17]=3[O:19][CH3:20])[CH2:12][CH2:11][CH2:10]2)[CH:7]=1.[NH:27]1[CH2:32][CH2:31][NH:30][CH2:29][CH2:28]1.C(N(C(C)C)CC)(C)C. Product: [CH3:22][O:21][C:14]1[CH:15]=[CH:16][C:17]([O:19][CH3:20])=[C:18]2[C:13]=1[CH2:12][CH2:11][CH2:10][CH:9]2[NH:8][C:6]1[CH:7]=[C:2]([N:27]2[CH2:32][CH2:31][NH:30][CH2:29][CH2:28]2)[CH:3]=[CH:4][C:5]=1[S:23]([CH3:26])(=[O:25])=[O:24]. The catalyst class is: 10.